Task: Predict the reaction yield, written as a fraction of the theoretical maximum amount of product (1.0 means a 100% yield; for example, 0.34 means a 34% yield).. Dataset: Reaction yield outcomes from USPTO patents with 853,638 reactions (1) The reactants are C(OC([N:6]=[S:7]([CH2:33][CH3:34])([C:9]1[CH:14]=[CH:13][CH:12]=[C:11]([CH2:15][O:16][C:17]2[CH:26]=[C:25]3[C:20]([C:21]([NH:27][CH:28]([CH3:30])[CH3:29])=[N:22][CH:23]=[N:24]3)=[CH:19][C:18]=2[O:31][CH3:32])[CH:10]=1)=[O:8])=O)C.CCCCCC.C(OCC)(=O)C.CO. The catalyst is CO.ClCCl.CO. The product is [CH2:33]([S:7]([C:9]1[CH:14]=[CH:13][CH:12]=[C:11]([CH2:15][O:16][C:17]2[CH:26]=[C:25]3[C:20]([C:21]([NH:27][CH:28]([CH3:29])[CH3:30])=[N:22][CH:23]=[N:24]3)=[CH:19][C:18]=2[O:31][CH3:32])[CH:10]=1)(=[NH:6])=[O:8])[CH3:34]. The yield is 0.820. (2) The reactants are Br[C:2]1[CH:3]=[C:4]([S:8]([C:11]2[CH:12]=[C:13]3[C:18](=[C:19]([CH3:21])[CH:20]=2)[N:17]=[CH:16][C:15]([C:22]([NH2:24])=[O:23])=[C:14]3[NH:25][C:26]2[CH:31]=[CH:30][CH:29]=[C:28]([O:32][CH3:33])[CH:27]=2)(=[O:10])=[O:9])[CH:5]=[CH:6][CH:7]=1.[OH:34][CH2:35][C:36]1[CH:41]=[CH:40][C:39](B(O)O)=[CH:38][CH:37]=1.C([O-])([O-])=O.[Na+].[Na+].C(Cl)(Cl)Cl. The catalyst is COCCOC.Cl[Pd](Cl)([P](C1C=CC=CC=1)(C1C=CC=CC=1)C1C=CC=CC=1)[P](C1C=CC=CC=1)(C1C=CC=CC=1)C1C=CC=CC=1. The product is [OH:34][CH2:35][C:36]1[CH:41]=[CH:40][C:39]([C:2]2[CH:7]=[CH:6][CH:5]=[C:4]([S:8]([C:11]3[CH:12]=[C:13]4[C:18](=[C:19]([CH3:21])[CH:20]=3)[N:17]=[CH:16][C:15]([C:22]([NH2:24])=[O:23])=[C:14]4[NH:25][C:26]3[CH:31]=[CH:30][CH:29]=[C:28]([O:32][CH3:33])[CH:27]=3)(=[O:10])=[O:9])[CH:3]=2)=[CH:38][CH:37]=1. The yield is 0.680. (3) The reactants are CI.[CH3:3][O:4][C:5]([C@H:7]1[CH2:12][CH2:11][C@H:10]([CH2:13][N:14]2[C:18]3[CH:19]=[C:20]([O:24][CH3:25])[C:21]([F:23])=[CH:22][C:17]=3[NH:16][C:15]2=[O:26])[CH2:9][CH2:8]1)=[O:6].[C:27]([O-])([O-])=O.[K+].[K+]. The catalyst is CN(C=O)C. The product is [CH3:3][O:4][C:5]([C@H:7]1[CH2:8][CH2:9][C@H:10]([CH2:13][N:14]2[C:18]3[CH:19]=[C:20]([O:24][CH3:25])[C:21]([F:23])=[CH:22][C:17]=3[N:16]([CH3:27])[C:15]2=[O:26])[CH2:11][CH2:12]1)=[O:6]. The yield is 0.810.